This data is from Catalyst prediction with 721,799 reactions and 888 catalyst types from USPTO. The task is: Predict which catalyst facilitates the given reaction. Reactant: [C:1]([OH:11])(=O)[CH:2]=[CH:3][C:4]1[CH:9]=[CH:8][CH:7]=[CH:6][CH:5]=1.ClC(Cl)(O[C:16](=[O:22])OC(Cl)(Cl)Cl)Cl.N1C(C)=CC(C)=[CH:26][C:25]=1C.[CH2:33]([O:36][C:37]1[C:48]([O:49][CH3:50])=[C:47]([NH:51][C:52](=[O:91])[C:53]2[CH:58]=[CH:57][C:56]([NH:59][C:60]([C:62]3[CH:67]=[CH:66][C:65]([NH:68][C:69](=[O:84])[C@@H:70]([NH:74][C:75](=[O:83])[C:76]4[CH:81]=[CH:80][C:79]([NH2:82])=[CH:78][CH:77]=4)[CH2:71][C:72]#[N:73])=[CH:64][N:63]=3)=[O:61])=[C:55]([O:85][CH3:86])[C:54]=2[O:87][CH2:88][CH:89]=[CH2:90])[CH:46]=[CH:45][C:38]=1[C:39]([O:41][CH2:42][CH:43]=[CH2:44])=[O:40])[CH:34]=[CH2:35].[CH3:92]CN(C(C)C)C(C)C. Product: [CH2:33]([O:36][C:37]1[C:48]([O:49][CH3:50])=[C:47]([NH:51][C:52](=[O:91])[C:53]2[CH:58]=[CH:57][C:56]([NH:59][C:60]([C:62]3[CH:67]=[CH:66][C:65]([NH:68][C:69](=[O:84])[C@@H:70]([NH:74][C:75](=[O:83])[C:76]4[CH:81]=[CH:80][C:79]([NH:82][C:1](=[O:11])/[C:2](/[CH3:92])=[CH:3]/[C:4]5[CH:5]=[CH:6][C:7]([O:22][CH2:16][CH:25]=[CH2:26])=[CH:8][CH:9]=5)=[CH:78][CH:77]=4)[CH2:71][C:72]#[N:73])=[CH:64][N:63]=3)=[O:61])=[C:55]([O:85][CH3:86])[C:54]=2[O:87][CH2:88][CH:89]=[CH2:90])[CH:46]=[CH:45][C:38]=1[C:39]([O:41][CH2:42][CH:43]=[CH2:44])=[O:40])[CH:34]=[CH2:35]. The catalyst class is: 1.